From a dataset of Peptide-MHC class I binding affinity with 185,985 pairs from IEDB/IMGT. Regression. Given a peptide amino acid sequence and an MHC pseudo amino acid sequence, predict their binding affinity value. This is MHC class I binding data. (1) The peptide sequence is AMTAGIFLF. The MHC is HLA-A24:02 with pseudo-sequence HLA-A24:02. The binding affinity (normalized) is 0.773. (2) The peptide sequence is RRAIRGEQQ. The MHC is Mamu-B03 with pseudo-sequence Mamu-B03. The binding affinity (normalized) is 0.386.